Dataset: hERG Central: cardiac toxicity at 1µM, 10µM, and general inhibition. Task: Predict hERG channel inhibition at various concentrations. (1) Results: hERG_inhib (hERG inhibition (general)): blocker. The molecule is Cc1ccc2nc3nc(NCC4CCCO4)c(C(=O)NCC4CCCO4)cc3c(=O)n2c1. (2) The compound is O=C(CC(c1ccccc1)c1cc(Cl)ccc1O)NCCCN1CCOCC1. Results: hERG_inhib (hERG inhibition (general)): blocker. (3) The compound is COc1ccccc1C(=O)Nc1ccccc1N1CCN(C(=O)c2ccc(Cl)cc2)CC1. Results: hERG_inhib (hERG inhibition (general)): blocker. (4) The compound is CC1CCN(CCC(=O)Nc2ccc(Br)cc2)CC1.Cl. Results: hERG_inhib (hERG inhibition (general)): blocker. (5) The compound is O=C(Nc1ccc(C(F)(F)F)cc1)N1CCN(c2ccnc3cc(Cl)ccc23)CC1. Results: hERG_inhib (hERG inhibition (general)): blocker. (6) The molecule is CN(c1ccc(C(=O)NCc2ccncc2)cc1)S(=O)(=O)c1ccc(Cl)cc1. Results: hERG_inhib (hERG inhibition (general)): blocker. (7) Results: hERG_inhib (hERG inhibition (general)): blocker. The molecule is Nn1c(SCC(=O)NCC2CCCO2)nnc1-c1ccc(OC(F)F)cc1.